Dataset: Catalyst prediction with 721,799 reactions and 888 catalyst types from USPTO. Task: Predict which catalyst facilitates the given reaction. (1) Reactant: P(Cl)(Cl)(Cl)=O.[N+:6]([C:9]1[CH:10]=[N:11][C:12]2[C:17]([C:18]=1O)=[N:16][CH:15]=[CH:14][CH:13]=2)([O-:8])=[O:7].C(N(C(C)C)CC)(C)C.[CH2:29]([NH2:36])[C:30]1[CH:35]=[CH:34][CH:33]=[CH:32][CH:31]=1. Product: [C:30]1([CH2:29][NH:36][C:18]2[C:17]3[C:12](=[CH:13][CH:14]=[CH:15][N:16]=3)[N:11]=[CH:10][C:9]=2[N+:6]([O-:8])=[O:7])[CH:35]=[CH:34][CH:33]=[CH:32][CH:31]=1. The catalyst class is: 35. (2) Reactant: [CH2:1]([O:8][C:9]([NH:11][C@H:12]1[C@H:18]([OH:19])[C@@H:17]([OH:20])[C@H:16]([CH2:21][OH:22])[O:15][CH:13]1[OH:14])=[O:10])[C:2]1[CH:7]=[CH:6][CH:5]=[CH:4][CH:3]=1.[C:23](Cl)([C:36]1[CH:41]=[CH:40][CH:39]=[CH:38][CH:37]=1)([C:30]1[CH:35]=[CH:34][CH:33]=[CH:32][CH:31]=1)[C:24]1[CH:29]=[CH:28][CH:27]=[CH:26][CH:25]=1. Product: [CH2:1]([O:8][C:9]([NH:11][C@H:12]1[C@H:18]([OH:19])[C@@H:17]([OH:20])[C@H:16]([CH2:21][O:22][C:23]([C:24]2[CH:29]=[CH:28][CH:27]=[CH:26][CH:25]=2)([C:36]2[CH:37]=[CH:38][CH:39]=[CH:40][CH:41]=2)[C:30]2[CH:31]=[CH:32][CH:33]=[CH:34][CH:35]=2)[O:15][CH:13]1[OH:14])=[O:10])[C:2]1[CH:7]=[CH:6][CH:5]=[CH:4][CH:3]=1. The catalyst class is: 17.